From a dataset of Full USPTO retrosynthesis dataset with 1.9M reactions from patents (1976-2016). Predict the reactants needed to synthesize the given product. (1) Given the product [C:17]([O:21][C:22]([N:24]1[CH2:30][CH2:29][CH2:28][CH:27]([NH:7][CH2:6][C:5]2[CH:4]=[C:3]([C:2]([F:15])([F:16])[F:1])[CH:10]=[C:9]([C:11]([F:14])([F:12])[F:13])[CH:8]=2)[C:26]2[CH:32]=[CH:33][C:34]([Cl:36])=[CH:35][C:25]1=2)=[O:23])([CH3:20])([CH3:18])[CH3:19], predict the reactants needed to synthesize it. The reactants are: [F:1][C:2]([F:16])([F:15])[C:3]1[CH:4]=[C:5]([CH:8]=[C:9]([C:11]([F:14])([F:13])[F:12])[CH:10]=1)[CH2:6][NH2:7].[C:17]([O:21][C:22]([N:24]1[CH2:30][CH2:29][CH2:28][C:27](=O)[C:26]2[CH:32]=[CH:33][C:34]([Cl:36])=[CH:35][C:25]1=2)=[O:23])([CH3:20])([CH3:19])[CH3:18].[BH4-].[Na+]. (2) Given the product [Cl:20][C:17]1[CH:18]=[CH:19][C:14]([NH:13][C:2]2[N:3]=[CH:4][CH:5]=[C:6]3[C:11]=2[N:10]=[C:9]([CH3:12])[CH:8]=[CH:7]3)=[N:15][CH:16]=1, predict the reactants needed to synthesize it. The reactants are: Cl[C:2]1[N:3]=[CH:4][CH:5]=[C:6]2[C:11]=1[N:10]=[C:9]([CH3:12])[CH:8]=[CH:7]2.[NH2:13][C:14]1[CH:19]=[CH:18][C:17]([Cl:20])=[CH:16][N:15]=1.